Task: Predict the product of the given reaction.. Dataset: Forward reaction prediction with 1.9M reactions from USPTO patents (1976-2016) (1) Given the reactants [C:1]([C:3]1[C:8](=[O:9])[N:7]([CH2:10][C:11]2[CH:16]=[CH:15][C:14]([CH3:17])=[CH:13][C:12]=2[CH3:18])[C:6]([C:19]2[CH:24]=[CH:23][CH:22]=[C:21]([C:25]3[CH:33]=[C:32]4[C:28]([CH:29]=[C:30]([C:34]([O:36]CC)=[O:35])[NH:31]4)=[CH:27][CH:26]=3)[N:20]=2)=[CH:5][C:4]=1[C:39]([F:42])([F:41])[F:40])#[N:2].C1COCC1.O.[OH-].[Li+], predict the reaction product. The product is: [C:1]([C:3]1[C:8](=[O:9])[N:7]([CH2:10][C:11]2[CH:16]=[CH:15][C:14]([CH3:17])=[CH:13][C:12]=2[CH3:18])[C:6]([C:19]2[CH:24]=[CH:23][CH:22]=[C:21]([C:25]3[CH:33]=[C:32]4[C:28]([CH:29]=[C:30]([C:34]([OH:36])=[O:35])[NH:31]4)=[CH:27][CH:26]=3)[N:20]=2)=[CH:5][C:4]=1[C:39]([F:40])([F:41])[F:42])#[N:2]. (2) Given the reactants [C:1]([O-:4])(=O)[CH3:2].C([O-])(=O)C.C([O-])(=O)C.C([O-])(=O)C.[Pb+4].FC(F)(F)C(O)=O.[Br:25][C:26]1[CH:31]=[CH:30][CH:29]=[C:28](C=C)[CH:27]=1.O, predict the reaction product. The product is: [Br:25][C:26]1[CH:27]=[C:28]([CH2:2][CH:1]=[O:4])[CH:29]=[CH:30][CH:31]=1. (3) Given the reactants [CH3:1][C:2]1[S:9][C:8]2[CH:7]=[C:6]([C:10]([OH:12])=O)[NH:5][C:4]=2[C:3]=1[N:13]([CH3:22])[S:14]([C:17]1[S:18][CH:19]=[CH:20][CH:21]=1)(=[O:16])=[O:15].Cl.[CH3:24]OCN.[N:28]1([OH:37])[C:32]2C=CC=CC=2N=N1.Cl.CN(C)CCCN=C=NCC, predict the reaction product. The product is: [CH3:24][O:37][N:28]([CH3:32])[C:10]([C:6]1[NH:5][C:4]2[C:3]([N:13]([CH3:22])[S:14]([C:17]3[S:18][CH:19]=[CH:20][CH:21]=3)(=[O:16])=[O:15])=[C:2]([CH3:1])[S:9][C:8]=2[CH:7]=1)=[O:12].